Dataset: Full USPTO retrosynthesis dataset with 1.9M reactions from patents (1976-2016). Task: Predict the reactants needed to synthesize the given product. (1) Given the product [ClH:35].[CH3:24][O:23][C:13]1[C:11]2[N:12]=[C:8]([N:7]([CH3:36])[C:6](=[O:5])[N:27]([CH3:26])[C:29]3[CH:34]=[CH:33][CH:32]=[CH:31][N:30]=3)[S:9][C:10]=2[C:16]([C:17]2[CH:22]=[CH:21][CH:20]=[CH:19][CH:18]=2)=[CH:15][CH:14]=1, predict the reactants needed to synthesize it. The reactants are: C([O:5][C:6](=O)[NH:7][C:8]1[S:9][C:10]2[C:16]([C:17]3[CH:22]=[CH:21][CH:20]=[CH:19][CH:18]=3)=[CH:15][CH:14]=[C:13]([O:23][CH3:24])[C:11]=2[N:12]=1)(C)(C)C.[CH3:26][N:27]([C:29]1[CH:34]=[CH:33][CH:32]=[CH:31][N:30]=1)C.[ClH:35].[CH3:36]CO. (2) Given the product [CH3:20][N:21]([CH2:9][C:10]1[C:18]2[B:17]([OH:19])[O:16][CH2:15][C:14]=2[CH:13]=[CH:12][CH:11]=1)[CH:22]1[CH2:27][CH2:26][CH2:25][CH2:24][CH2:23]1, predict the reactants needed to synthesize it. The reactants are: OCC1CCN([CH2:9][C:10]2[C:18]3[B:17]([OH:19])[O:16][CH2:15][C:14]=3[CH:13]=[CH:12][CH:11]=2)CC1.[CH3:20][NH:21][CH:22]1[CH2:27][CH2:26][CH2:25][CH2:24][CH2:23]1.